Dataset: Aqueous solubility values for 9,982 compounds from the AqSolDB database. Task: Regression/Classification. Given a drug SMILES string, predict its absorption, distribution, metabolism, or excretion properties. Task type varies by dataset: regression for continuous measurements (e.g., permeability, clearance, half-life) or binary classification for categorical outcomes (e.g., BBB penetration, CYP inhibition). For this dataset (solubility_aqsoldb), we predict Y. The molecule is COc1ccc2c(c1)c(CC(=O)O)c(C)n2C(=O)c1ccc(Cl)cc1. The Y is -4.77 log mol/L.